This data is from Reaction yield outcomes from USPTO patents with 853,638 reactions. The task is: Predict the reaction yield, written as a fraction of the theoretical maximum amount of product (1.0 means a 100% yield; for example, 0.34 means a 34% yield). (1) The reactants are [C:1]1([CH:7]2[C:12](=[O:13])[CH2:11][CH2:10][O:9][CH2:8]2)[CH:6]=[CH:5][CH:4]=[CH:3][CH:2]=1.[C:14](Cl)([N:16]=[C:17]=[O:18])=[O:15]. The catalyst is CCOC(C)=O. The product is [C:1]1([CH:7]2[C:12]3[O:13][C:17](=[O:18])[NH:16][C:14](=[O:15])[C:11]=3[CH2:10][O:9][CH2:8]2)[CH:2]=[CH:3][CH:4]=[CH:5][CH:6]=1. The yield is 0.618. (2) The reactants are [CH3:1][C:2]1[CH:3]=[C:4]2[C:10]([C:11]3[C:16]([C:17]#[N:18])=[CH:15][N:14]=[C:13](S(C)(=O)=O)[N:12]=3)=[CH:9][N:8]([S:23]([C:26]3[CH:32]=[CH:31][C:29]([CH3:30])=[CH:28][CH:27]=3)(=[O:25])=[O:24])[C:5]2=[N:6][CH:7]=1.[NH2:33][C@H:34]([CH:37]([CH3:39])[CH3:38])[CH2:35][OH:36].C(N(C(C)C)CC)(C)C. The catalyst is C1COCC1. The product is [OH:36][CH2:35][C@H:34]([NH:33][C:13]1[N:12]=[C:11]([C:10]2[C:4]3[C:5](=[N:6][CH:7]=[C:2]([CH3:1])[CH:3]=3)[N:8]([S:23]([C:26]3[CH:32]=[CH:31][C:29]([CH3:30])=[CH:28][CH:27]=3)(=[O:25])=[O:24])[CH:9]=2)[C:16]([C:17]#[N:18])=[CH:15][N:14]=1)[CH:37]([CH3:39])[CH3:38]. The yield is 0.770.